Dataset: Catalyst prediction with 721,799 reactions and 888 catalyst types from USPTO. Task: Predict which catalyst facilitates the given reaction. (1) Reactant: [Cl:1][C:2]([F:37])([F:36])[C:3]1[N:7]2[C:8]3[CH:31]=[CH:30][C:29]([C:32]([F:35])([F:34])[F:33])=[CH:28][C:9]=3[C@@H:10]([C:19]3[CH:24]=[CH:23][CH:22]=[C:21]([O:25][CH3:26])[C:20]=3[Cl:27])[O:11][C@H:12]([CH2:13][C:14]([O:16][CH2:17][CH3:18])=[O:15])[C:6]2=[N:5][N:4]=1.CCCCCC. Product: [Cl:1][C:2]([F:36])([F:37])[C:3]1[N:7]2[C:8]3[CH:31]=[CH:30][C:29]([C:32]([F:33])([F:34])[F:35])=[CH:28][C:9]=3[C@@H:10]([C:19]3[CH:24]=[CH:23][CH:22]=[C:21]([O:25][CH3:26])[C:20]=3[Cl:27])[O:11][C@H:12]([CH2:13][C:14]([O:16][CH2:17][CH3:18])=[O:15])[C:6]2=[N:5][N:4]=1.[Cl:1][C:2]([F:36])([F:37])[C:3]1[N:7]2[C:8]3[CH:31]=[CH:30][C:29]([C:32]([F:33])([F:34])[F:35])=[CH:28][C:9]=3[C@H:10]([C:19]3[CH:24]=[CH:23][CH:22]=[C:21]([O:25][CH3:26])[C:20]=3[Cl:27])[O:11][C@@H:12]([CH2:13][C:14]([O:16][CH2:17][CH3:18])=[O:15])[C:6]2=[N:5][N:4]=1. The catalyst class is: 32. (2) Reactant: Cl[C:2]1[CH:3]=[CH:4][C:5]2[N:6]=[CH:7][N:8]=[C:9]([O:12][CH:13]3[CH2:18][CH2:17][O:16][CH2:15][CH2:14]3)[C:10]=2[N:11]=1.CC1(C)C(C)(C)OB([C:27]2[CH:28]=[C:29]([NH:33][S:34]([C:37]3[CH:42]=[CH:41][CH:40]=[CH:39][CH:38]=3)(=[O:36])=[O:35])[CH:30]=[N:31][CH:32]=2)O1.C([O-])(O)=O.[Na+]. Product: [O:16]1[CH2:17][CH2:18][CH:13]([O:12][C:9]2[C:10]3[N:11]=[C:2]([C:27]4[CH:28]=[C:29]([NH:33][S:34]([C:37]5[CH:38]=[CH:39][CH:40]=[CH:41][CH:42]=5)(=[O:35])=[O:36])[CH:30]=[N:31][CH:32]=4)[CH:3]=[CH:4][C:5]=3[N:6]=[CH:7][N:8]=2)[CH2:14][CH2:15]1. The catalyst class is: 12. (3) Reactant: [CH2:1]([N:3]([CH2:45][CH3:46])[C:4]1[CH:9]=[CH:8][C:7]([NH:10][C:11](=[O:25])[C:12]2[CH:24]=[CH:23][CH:22]=[C:14]([C:15]([N:17]([CH3:21])[CH2:18][CH:19]=O)=[O:16])[CH:13]=2)=[C:6]([C:26]2[CH:31]=[C:30]([C:32](=[O:44])[NH:33][C@@H:34]3[C:43]4[C:38](=[CH:39][CH:40]=[CH:41][CH:42]=4)[CH2:37][CH2:36][CH2:35]3)[CH:29]=[CH:28][N:27]=2)[CH:5]=1)[CH3:2].[N:47]1([C:54]([O:56][C:57]([CH3:60])([CH3:59])[CH3:58])=[O:55])[CH2:53][CH2:52][CH2:51][NH:50][CH2:49][CH2:48]1.CC(O)=O.C([BH3-])#N.[Na+]. Product: [CH2:45]([N:3]([CH2:1][CH3:2])[C:4]1[CH:9]=[CH:8][C:7]([NH:10][C:11]([C:12]2[CH:13]=[C:14]([CH:22]=[CH:23][CH:24]=2)[C:15]([N:17]([CH2:18][CH2:19][N:50]2[CH2:51][CH2:52][CH2:53][N:47]([C:54]([O:56][C:57]([CH3:60])([CH3:59])[CH3:58])=[O:55])[CH2:48][CH2:49]2)[CH3:21])=[O:16])=[O:25])=[C:6]([C:26]2[CH:31]=[C:30]([C:32](=[O:44])[NH:33][C@@H:34]3[C:43]4[C:38](=[CH:39][CH:40]=[CH:41][CH:42]=4)[CH2:37][CH2:36][CH2:35]3)[CH:29]=[CH:28][N:27]=2)[CH:5]=1)[CH3:46]. The catalyst class is: 162. (4) Reactant: [Br:1][C:2]1[CH:3]=[C:4]([Li])[CH:5]=[CH:6][CH:7]=1.C([Li])CCC.CCCCCC.BrC1C=CC=C(Br)C=1.Cl[Si:29](Cl)([C:36]1[CH:41]=[CH:40][CH:39]=[CH:38][CH:37]=1)[C:30]1[CH:35]=[CH:34][CH:33]=[CH:32][CH:31]=1.[CH:43]1[C:51]2[C:50]3[CH:52]=[CH:53][CH:54]=[CH:55][C:49]=3[S:48][C:47]=2[C:46]([Li])=[CH:45][CH:44]=1. Product: [Br:1][C:2]1[CH:3]=[C:4]([Si:29]([C:55]2[C:49]3[S:48][C:47]4[CH:46]=[CH:45][CH:44]=[CH:43][C:51]=4[C:50]=3[CH:52]=[CH:53][CH:54]=2)([C:36]2[CH:41]=[CH:40][CH:39]=[CH:38][CH:37]=2)[C:30]2[CH:35]=[CH:34][CH:33]=[CH:32][CH:31]=2)[CH:5]=[CH:6][CH:7]=1. The catalyst class is: 28. (5) Reactant: [Cl:1][C:2]1[C:11]2[C:6](=[CH:7][CH:8]=[CH:9][CH:10]=2)[C:5]([NH2:12])=[N:4][N:3]=1.[Br-].[Na+].Cl[CH2:16][CH:17]=O. Product: [Cl:1][C:2]1[C:11]2[C:6](=[CH:7][CH:8]=[CH:9][CH:10]=2)[C:5]2=[N:12][CH:16]=[CH:17][N:4]2[N:3]=1. The catalyst class is: 8. (6) Reactant: [OH:1][CH2:2][CH2:3][CH2:4][NH2:5].O([Si:14]([CH:21]([CH3:23])[CH3:22])([CH:18]([CH3:20])[CH3:19])[CH:15]([CH3:17])[CH3:16])S(C(F)(F)F)(=O)=O. Product: [CH:15]([Si:14]([CH:21]([CH3:23])[CH3:22])([CH:18]([CH3:20])[CH3:19])[O:1][CH2:2][CH2:3][CH2:4][NH2:5])([CH3:17])[CH3:16]. The catalyst class is: 4.